From a dataset of Peptide-MHC class I binding affinity with 185,985 pairs from IEDB/IMGT. Regression. Given a peptide amino acid sequence and an MHC pseudo amino acid sequence, predict their binding affinity value. This is MHC class I binding data. The peptide sequence is IAQYKCVTIK. The MHC is HLA-A11:01 with pseudo-sequence HLA-A11:01. The binding affinity (normalized) is 0.385.